The task is: Regression. Given two drug SMILES strings and cell line genomic features, predict the synergy score measuring deviation from expected non-interaction effect.. This data is from NCI-60 drug combinations with 297,098 pairs across 59 cell lines. Drug 1: C1CN1P(=S)(N2CC2)N3CC3. Drug 2: CC1=C(N=C(N=C1N)C(CC(=O)N)NCC(C(=O)N)N)C(=O)NC(C(C2=CN=CN2)OC3C(C(C(C(O3)CO)O)O)OC4C(C(C(C(O4)CO)O)OC(=O)N)O)C(=O)NC(C)C(C(C)C(=O)NC(C(C)O)C(=O)NCCC5=NC(=CS5)C6=NC(=CS6)C(=O)NCCC[S+](C)C)O. Cell line: SK-MEL-2. Synergy scores: CSS=37.5, Synergy_ZIP=-9.70, Synergy_Bliss=-9.93, Synergy_Loewe=-5.02, Synergy_HSA=-3.78.